Dataset: Reaction yield outcomes from USPTO patents with 853,638 reactions. Task: Predict the reaction yield, written as a fraction of the theoretical maximum amount of product (1.0 means a 100% yield; for example, 0.34 means a 34% yield). (1) The reactants are [O:1]1[C@H:8]([CH2:9][OH:10])[C@@H:6]([OH:7])[C@H:4]([OH:5])[CH:3]=[CH:2]1.S(=O)(=O)(O)[OH:12]. No catalyst specified. The product is [CH2:3]([C@@H:4]([OH:5])[C@H:6]([OH:7])[C@H:8]([OH:1])[CH2:9][OH:10])[CH:2]=[O:12]. The yield is 0.350. (2) The yield is 0.740. The reactants are [F:1][C:2]1[CH:7]=[C:6]([F:8])[CH:5]=[CH:4][C:3]=1[C:9]1[C:17]2[C:12](=[CH:13][C:14]([O:18][CH2:19][CH2:20][N:21]3[CH2:26][CH2:25][S:24](=[O:28])(=[O:27])[CH2:23][CH2:22]3)=[CH:15][CH:16]=2)[C:11](=[O:29])[C:10]=1C1C=CC(C)=CC=1.O1CCN(CCOC2C=C3C(C(C4C=CC=CC=4)=C(Br)C3=O)=CC=2)CC1.[F:63][C:64]1[CH:65]=[C:66](B(O)O)[CH:67]=[CH:68][C:69]=1[O:70][CH3:71]. No catalyst specified. The product is [F:63][C:64]1[CH:65]=[C:66]([C:10]2[C:11](=[O:29])[C:12]3[C:17]([C:9]=2[C:3]2[CH:4]=[CH:5][C:6]([F:8])=[CH:7][C:2]=2[F:1])=[CH:16][CH:15]=[C:14]([O:18][CH2:19][CH2:20][N:21]2[CH2:26][CH2:25][S:24](=[O:28])(=[O:27])[CH2:23][CH2:22]2)[CH:13]=3)[CH:67]=[CH:68][C:69]=1[O:70][CH3:71]. (3) The reactants are [F:1][C:2]1[CH:3]=[C:4]([CH:9]2[C:14](=[O:15])[CH2:13][CH2:12][O:11][CH2:10]2)[CH:5]=[C:6]([F:8])[CH:7]=1.[C:16](Cl)([N:18]=[C:19]=[O:20])=[O:17]. No catalyst specified. The product is [F:1][C:2]1[CH:3]=[C:4]([CH:9]2[C:14]3[O:15][C:19](=[O:20])[NH:18][C:16](=[O:17])[C:13]=3[CH2:12][O:11][CH2:10]2)[CH:5]=[C:6]([F:8])[CH:7]=1. The yield is 0.217. (4) The catalyst is CS(C)=O. The reactants are [O:1]=[S:2]1(=[O:31])[CH2:7][CH:6]=[C:5]([C:8]2[CH:13]=[CH:12][C:11]([N:14]3[CH2:18][C@H:17]([CH2:19][N:20]4[CH:24]=[C:23]([CH:25]=[C:26](Br)[Br:27])[N:22]=[N:21]4)[O:16][C:15]3=[O:29])=[CH:10][C:9]=2[F:30])[CH2:4][CH2:3]1.N12CCCN=C1CCCCC2. The yield is 0.250. The product is [O:31]=[S:2]1(=[O:1])[CH2:3][CH:4]=[C:5]([C:8]2[CH:13]=[CH:12][C:11]([N:14]3[CH2:18][C@H:17]([CH2:19][N:20]4[CH:24]=[C:23]([C:25]#[C:26][Br:27])[N:22]=[N:21]4)[O:16][C:15]3=[O:29])=[CH:10][C:9]=2[F:30])[CH2:6][CH2:7]1.